The task is: Predict the product of the given reaction.. This data is from Forward reaction prediction with 1.9M reactions from USPTO patents (1976-2016). (1) Given the reactants Cl[CH2:2][CH2:3][CH2:4][N:5]1[C:10]2[CH:11]=[CH:12][CH:13]=[CH:14][C:9]=2[O:8][CH2:7][C:6]1=[O:15].[CH:16]1([CH2:19][O:20][CH:21]2[CH2:26][CH2:25][NH:24][CH2:23][CH2:22]2)[CH2:18][CH2:17]1.[Na+].[I-].C([O-])([O-])=O.[K+].[K+], predict the reaction product. The product is: [CH:16]1([CH2:19][O:20][CH:21]2[CH2:26][CH2:25][N:24]([CH2:2][CH2:3][CH2:4][N:5]3[C:10]4[CH:11]=[CH:12][CH:13]=[CH:14][C:9]=4[O:8][CH2:7][C:6]3=[O:15])[CH2:23][CH2:22]2)[CH2:17][CH2:18]1. (2) Given the reactants [Cl:1][C:2]1[CH:10]=[CH:9][C:5]([C:6]([OH:8])=O)=[CH:4][C:3]=1[NH:11][C:12]([C:14]1[C:15](=[O:26])[NH:16][C:17]2[C:22]([CH:23]=1)=[CH:21][N:20]=[C:19]([O:24][CH3:25])[CH:18]=2)=[O:13].[Cl:27][C:28]1[CH:35]=[CH:34][CH:33]=[CH:32][C:29]=1[CH2:30][NH2:31], predict the reaction product. The product is: [Cl:1][C:2]1[CH:10]=[CH:9][C:5]([C:6](=[O:8])[NH:31][CH2:30][C:29]2[CH:32]=[CH:33][CH:34]=[CH:35][C:28]=2[Cl:27])=[CH:4][C:3]=1[NH:11][C:12]([C:14]1[C:15](=[O:26])[NH:16][C:17]2[C:22]([CH:23]=1)=[CH:21][N:20]=[C:19]([O:24][CH3:25])[CH:18]=2)=[O:13]. (3) Given the reactants [C:1]1(B(O)O)[CH:6]=[CH:5][CH:4]=[CH:3][CH:2]=1.Br[C:11]1[CH:23]=[C:22]2[C:14]([C:15]3[CH:16]=[C:17]4[C:32]([CH3:34])([CH3:33])[C:31]5[CH:30]=[CH:29][CH:28]=[CH:27][C:26]=5[C:18]4=[CH:19][C:20]=3[C:21]2([CH3:25])[CH3:24])=[C:13]2[CH:35]=[CH:36][CH:37]=[CH:38][C:12]=12.C([O-])([O-])=O.[K+].[K+], predict the reaction product. The product is: [CH3:33][C:32]1([CH3:34])[C:31]2[CH:30]=[C:29]3[C:28]4[CH:27]=[CH:26][CH:18]=[CH:19][C:20]=4[C:21]([CH3:24])([CH3:25])[C:22]3=[CH:23][C:11]=2[C:12]2[C:38]1=[CH:37][C:36]([C:1]1[CH:6]=[CH:5][CH:4]=[CH:3][CH:2]=1)=[C:35]1[CH:17]=[CH:16][CH:15]=[CH:14][C:13]1=2. (4) The product is: [C:30]([C:29]1[C:28]2[C:23](=[CH:24][C:25]([O:32][CH3:33])=[CH:26][CH:27]=2)[N:22]([CH2:34][CH3:35])[C:21]=1[C:18]1[CH:19]=[CH:20][C:15]([O:14][CH2:13][CH2:12][NH:11][CH:8]=[O:10])=[CH:16][CH:17]=1)#[N:31]. Given the reactants C(OC(=O)C)(=O)C.[CH:8]([OH:10])=O.[NH2:11][CH2:12][CH2:13][O:14][C:15]1[CH:20]=[CH:19][C:18]([C:21]2[N:22]([CH2:34][CH3:35])[C:23]3[C:28]([C:29]=2[C:30]#[N:31])=[CH:27][CH:26]=[C:25]([O:32][CH3:33])[CH:24]=3)=[CH:17][CH:16]=1.C([O-])(O)=O.[Na+], predict the reaction product.